Dataset: Forward reaction prediction with 1.9M reactions from USPTO patents (1976-2016). Task: Predict the product of the given reaction. (1) Given the reactants F[C:2]1[CH:3]=[C:4]2[C:9](=[CH:10][CH:11]=1)[C:8](=[O:12])[NH:7][CH2:6][CH2:5]2.[CH2:13]([NH:15][CH3:16])[CH3:14], predict the reaction product. The product is: [CH2:13]([N:15]([CH3:16])[C:2]1[CH:3]=[C:4]2[C:9](=[CH:10][CH:11]=1)[C:8](=[O:12])[NH:7][CH2:6][CH2:5]2)[CH3:14]. (2) Given the reactants [N+:1]([C:4]1[CH:5]=[CH:6][CH:7]=[C:8]2[C:13]=1[N:12]=[C:11]([C:14]1[CH:19]=[CH:18][CH:17]=[CH:16][CH:15]=1)[CH:10]=[CH:9]2)([O-:3])=[O:2], predict the reaction product. The product is: [N+:1]([C:4]1[CH:5]=[CH:6][CH:7]=[C:8]2[C:13]=1[N:12]=[C:11]([C:14]1[CH:15]=[CH:16][CH:17]=[CH:18][CH:19]=1)[CH:10]=[CH:9]2)([O-:3])=[O:2].[C:14]1([C:11]2[CH:10]=[CH:9][C:8]3[C:13](=[C:4]([NH2:1])[CH:5]=[CH:6][CH:7]=3)[N:12]=2)[CH:15]=[CH:16][CH:17]=[CH:18][CH:19]=1. (3) Given the reactants Cl.[O:2]=[C:3]1[C:11]2[C:6](=[CH:7][C:8]([C:12]([NH:14][CH:15]3[CH2:20][CH2:19][NH:18][CH2:17][CH2:16]3)=[O:13])=[CH:9][CH:10]=2)[CH2:5][O:4]1.[CH3:21][C@H:22]1[CH2:31][C:30]2[C:25](=[CH:26][CH:27]=[C:28]([CH2:32][CH:33]=O)[CH:29]=2)[C:24](=[O:35])[O:23]1, predict the reaction product. The product is: [CH3:21][C@H:22]1[CH2:31][C:30]2[C:25](=[CH:26][CH:27]=[C:28]([CH2:32][CH2:33][N:18]3[CH2:17][CH2:16][CH:15]([NH:14][C:12]([C:8]4[CH:7]=[C:6]5[C:11](=[CH:10][CH:9]=4)[C:3](=[O:2])[O:4][CH2:5]5)=[O:13])[CH2:20][CH2:19]3)[CH:29]=2)[C:24](=[O:35])[O:23]1. (4) The product is: [C:3]([C:6]1[N:11]=[C:10]([C:12]2[CH:13]=[CH:14][C:15]([C:18]3[C:23]([F:24])=[CH:22][C:21]([C:25]4([C:28]([OH:30])=[O:29])[CH2:26][CH2:27]4)=[CH:20][C:19]=3[F:32])=[CH:16][CH:17]=2)[C:9]([CH3:33])=[N:8][C:7]=1[CH3:34])(=[O:5])[NH2:4]. Given the reactants [OH-].[K+].[C:3]([C:6]1[N:11]=[C:10]([C:12]2[CH:17]=[CH:16][C:15]([C:18]3[C:23]([F:24])=[CH:22][C:21]([C:25]4([C:28]([O:30]C)=[O:29])[CH2:27][CH2:26]4)=[CH:20][C:19]=3[F:32])=[CH:14][CH:13]=2)[C:9]([CH3:33])=[N:8][C:7]=1[CH3:34])(=[O:5])[NH2:4].C(O)(=O)C, predict the reaction product. (5) The product is: [C:6]([CH:4]([O:10][C:11]([C:14]([C:17]([C:20]([OH:26])=[O:21])([F:19])[F:18])([F:15])[F:16])([F:13])[F:12])[F:5])([F:9])([F:7])[F:8]. Given the reactants FC([C:4]([O:10][C:11]([C:14]([C:17]([C:20](F)=[O:21])([F:19])[F:18])([F:16])[F:15])([F:13])[F:12])([C:6]([F:9])([F:8])[F:7])[F:5])=O.FC(F)(C(F)(F)C(F)=O)C(F)=[O:26].C(=O)([O-])[O-].[Na+].[Na+].C(=O)=O.S(=O)(=O)(O)O.[OH-].[Na+], predict the reaction product. (6) Given the reactants [CH2:1]([O:8][C@@H:9]1[C@H:14]2[NH:15][C:16](=[O:18])[O:17][C@H:13]2[CH2:12][C@H:11]([CH:19]=[O:20])[C@H:10]1[O:21][CH2:22][C:23]1[CH:28]=[CH:27][CH:26]=[CH:25][CH:24]=1)[C:2]1[CH:7]=[CH:6][CH:5]=[CH:4][CH:3]=1.[CH3:29][Mg]Cl, predict the reaction product. The product is: [CH2:1]([O:8][C@@H:9]1[C@H:14]2[NH:15][C:16](=[O:18])[O:17][C@H:13]2[CH2:12][C@H:11]([CH:19]([OH:20])[CH3:29])[C@H:10]1[O:21][CH2:22][C:23]1[CH:28]=[CH:27][CH:26]=[CH:25][CH:24]=1)[C:2]1[CH:3]=[CH:4][CH:5]=[CH:6][CH:7]=1.